Dataset: Reaction yield outcomes from USPTO patents with 853,638 reactions. Task: Predict the reaction yield, written as a fraction of the theoretical maximum amount of product (1.0 means a 100% yield; for example, 0.34 means a 34% yield). (1) The reactants are [Cl:1][C:2]1[CH:7]=[CH:6][C:5]([Mg]Br)=[CH:4][CH:3]=1.[Cl:10][C:11]1[CH:18]=[CH:17][C:16]([N+:19]([O-:21])=[O:20])=[CH:15][C:12]=1[CH:13]=[O:14].C(=O)=O.CC(C)=O.[NH4+].[Cl-]. The catalyst is C1COCC1. The product is [Cl:10][C:11]1[CH:18]=[CH:17][C:16]([N+:19]([O-:21])=[O:20])=[CH:15][C:12]=1[CH:13]([C:5]1[CH:6]=[CH:7][C:2]([Cl:1])=[CH:3][CH:4]=1)[OH:14]. The yield is 0.900. (2) The product is [CH2:28]([O:27][C:25](=[O:26])[CH2:24][C:1](=[O:9])[C:2]1[CH:3]=[N:4][CH:5]=[CH:6][CH:7]=1)[CH3:29]. The reactants are [C:1]([OH:9])(=O)[C:2]1[CH:7]=[CH:6][CH:5]=[N:4][CH:3]=1.C1N=CN(C(N2C=NC=C2)=O)C=1.[K].C(OCC)(=O)[CH2:24][C:25]([O:27][CH2:28][CH3:29])=[O:26].[Mg+2].[Cl-].[Cl-].C(O)(=O)C1C=CC=NC=1.C1N=CN(C(N2C=NC=C2)=O)C=1. The catalyst is C1COCC1. The yield is 0.247.